This data is from Forward reaction prediction with 1.9M reactions from USPTO patents (1976-2016). The task is: Predict the product of the given reaction. (1) Given the reactants C(Cl)(=O)C(Cl)=O.CS(C)=O.[C:11]([O:15][C:16]([N:18]1[CH2:22][CH2:21][C@H:20]([O:23][Si:24]([C:27]([CH3:30])([CH3:29])[CH3:28])([CH3:26])[CH3:25])[C@H:19]1[CH2:31][OH:32])=[O:17])([CH3:14])([CH3:13])[CH3:12].C(N(CC)CC)C, predict the reaction product. The product is: [C:11]([O:15][C:16]([N:18]1[CH2:22][CH2:21][C@H:20]([O:23][Si:24]([C:27]([CH3:30])([CH3:29])[CH3:28])([CH3:26])[CH3:25])[C@H:19]1[CH:31]=[O:32])=[O:17])([CH3:14])([CH3:13])[CH3:12]. (2) Given the reactants B(Br)(Br)Br.[I:5][C:6]1[CH:11]=[CH:10][C:9]([C:12]2[S:13][C:14]3[CH:20]=[C:19]([O:21]C)[CH:18]=[CH:17][C:15]=3[N:16]=2)=[CH:8][CH:7]=1.C([O-])(O)=O.[Na+], predict the reaction product. The product is: [I:5][C:6]1[CH:7]=[CH:8][C:9]([C:12]2[S:13][C:14]3[CH:20]=[C:19]([OH:21])[CH:18]=[CH:17][C:15]=3[N:16]=2)=[CH:10][CH:11]=1. (3) Given the reactants [CH3:1][C:2]1[CH:22]=[CH:21][C:5]2[N:6]([CH2:9][C:10]3[CH:20]=[CH:19][C:13]4[N:14]=[C:15]([S:17][CH3:18])[S:16][C:12]=4[CH:11]=3)[CH:7]=[N:8][C:4]=2[CH:3]=1.ClC1C=CC=C(C(OO)=[O:31])C=1, predict the reaction product. The product is: [CH3:1][C:2]1[CH:22]=[CH:21][C:5]2[N:6]([CH2:9][C:10]3[CH:20]=[CH:19][C:13]4[N:14]=[C:15]([S:17]([CH3:18])=[O:31])[S:16][C:12]=4[CH:11]=3)[CH:7]=[N:8][C:4]=2[CH:3]=1. (4) Given the reactants [NH:1]1[C:5]2[CH:6]=[CH:7][CH:8]=[C:9]([N:10]3[CH:15]=[C:14]([OH:16])[C:13](=[O:17])[CH:12]=[C:11]3[CH3:18])[C:4]=2[N:3]=[CH:2]1.[Cl:19][C:20]1[CH:27]=[CH:26][CH:25]=[C:24]([F:28])[C:21]=1[CH2:22]Br, predict the reaction product. The product is: [Cl:19][C:20]1[CH:27]=[CH:26][CH:25]=[C:24]([F:28])[C:21]=1[CH2:22][N:1]1[C:5]2[CH:6]=[CH:7][CH:8]=[C:9]([N:10]3[CH:15]=[C:14]([OH:16])[C:13](=[O:17])[CH:12]=[C:11]3[CH3:18])[C:4]=2[N:3]=[CH:2]1. (5) Given the reactants [CH3:1][O:2][C:3]1[CH:8]=[CH:7][C:6](B(O)O)=[CH:5][CH:4]=1.[Na].Br[C:14]1[CH:19]=[CH:18][C:17]([S:20]([O-:23])(=[O:22])=[O:21])=[CH:16][CH:15]=1.C([O-])([O-])=O.[Na+].[Na+], predict the reaction product. The product is: [CH3:1][O:2][C:3]1[CH:8]=[CH:7][C:6]([C:14]2[CH:19]=[CH:18][C:17]([S:20]([OH:23])(=[O:22])=[O:21])=[CH:16][CH:15]=2)=[CH:5][CH:4]=1. (6) The product is: [CH3:34][NH:35][CH2:12][CH:13]1[CH2:17][C:16]2[CH:18]=[C:19]([C:30]([F:33])([F:32])[F:31])[CH:20]=[C:21]([C:22]3[CH:27]=[C:26]([F:28])[CH:25]=[CH:24][C:23]=3[F:29])[C:15]=2[O:14]1. Given the reactants CC1C=CC(S(O[CH2:12][CH:13]2[CH2:17][C:16]3[CH:18]=[C:19]([C:30]([F:33])([F:32])[F:31])[CH:20]=[C:21]([C:22]4[CH:27]=[C:26]([F:28])[CH:25]=[CH:24][C:23]=4[F:29])[C:15]=3[O:14]2)(=O)=O)=CC=1.[CH3:34][NH2:35], predict the reaction product. (7) Given the reactants [Cl:1][C:2]1[CH:3]=[C:4]([N:11]2[CH2:16][CH2:15][O:14][CH2:13][CH2:12]2)[CH:5]=[CH:6][C:7]=1[N+:8]([O-])=O, predict the reaction product. The product is: [Cl:1][C:2]1[CH:3]=[C:4]([N:11]2[CH2:12][CH2:13][O:14][CH2:15][CH2:16]2)[CH:5]=[CH:6][C:7]=1[NH2:8].